This data is from Full USPTO retrosynthesis dataset with 1.9M reactions from patents (1976-2016). The task is: Predict the reactants needed to synthesize the given product. (1) The reactants are: [Cl:1][C:2]1[N:7]=[CH:6][C:5]([CH2:8][C:9](=O)[CH3:10])=[CH:4][CH:3]=1.[CH:12]12[NH:19][CH:16]([CH2:17][CH2:18]1)[CH2:15][O:14][CH2:13]2. Given the product [Cl:1][C:2]1[N:7]=[CH:6][C:5]([CH2:8][CH:9]([N:19]2[CH:12]3[CH2:18][CH2:17][CH:16]2[CH2:15][O:14][CH2:13]3)[CH3:10])=[CH:4][CH:3]=1, predict the reactants needed to synthesize it. (2) Given the product [C:6]1([S:5][CH2:4][C@H:3]([N:16]2[CH:20]=[C:19]([C:21]([NH2:28])=[O:23])[N:18]=[CH:17]2)[C@@H:2]([OH:1])[CH3:26])[C:15]2[C:10](=[CH:11][CH:12]=[CH:13][CH:14]=2)[CH:9]=[CH:8][CH:7]=1, predict the reactants needed to synthesize it. The reactants are: [OH:1][C@@H:2]([CH3:26])[C@@H:3]([N:16]1[CH:20]=[C:19]([C:21]([O:23]CC)=O)[N:18]=[CH:17]1)[CH2:4][S:5][C:6]1[C:15]2[C:10](=[CH:11][CH:12]=[CH:13][CH:14]=2)[CH:9]=[CH:8][CH:7]=1.[OH-].[NH4+:28]. (3) Given the product [CH3:1][N:2]1[C:6]([C:7]2[CH:8]=[C:9]([NH2:22])[CH:10]=[CH:11][C:12]=2[O:13][CH2:14][CH2:15][N:16]2[CH2:21][CH2:20][CH2:19][CH2:18][CH2:17]2)=[CH:5][CH:4]=[N:3]1, predict the reactants needed to synthesize it. The reactants are: [CH3:1][N:2]1[C:6]([C:7]2[CH:8]=[C:9]([NH:22]C(=O)C)[CH:10]=[CH:11][C:12]=2[O:13][CH2:14][CH2:15][N:16]2[CH2:21][CH2:20][CH2:19][CH2:18][CH2:17]2)=[CH:5][CH:4]=[N:3]1.[OH-].[Na+]. (4) Given the product [CH3:20][C:18]1[CH:17]=[CH:16][C:14]2[S:15][C:11]([C:8]3[N:6]4[N:7]=[C:2]([NH:74][C:73]5[CH:75]=[CH:76][C:77]([O:78][CH3:79])=[C:71]([O:70][CH3:69])[CH:72]=5)[CH:3]=[CH:4][C:5]4=[N:10][CH:9]=3)=[CH:12][C:13]=2[CH:19]=1, predict the reactants needed to synthesize it. The reactants are: Cl[C:2]1[CH:3]=[CH:4][C:5]2[N:6]([C:8]([C:11]3[S:15][C:14]4[CH:16]=[CH:17][C:18]([CH3:20])=[CH:19][C:13]=4[CH:12]=3)=[CH:9][N:10]=2)[N:7]=1.CC1(C)C2C(=C(P(C3C=CC=CC=3)C3C=CC=CC=3)C=CC=2)OC2C(P(C3C=CC=CC=3)C3C=CC=CC=3)=CC=CC1=2.C(=O)([O-])[O-].[K+].[K+].[CH3:69][O:70][C:71]1[CH:72]=[C:73]([CH:75]=[CH:76][C:77]=1[O:78][CH3:79])[NH2:74]. (5) Given the product [Cl:37][C:38]1[CH:39]=[CH:40][C:41]([C:44]2[S:45][C:46]([C:8]3[CH:17]=[CH:16][C:15]4[C:10](=[CH:11][CH:12]=[C:13]([C:18]5[N:22]([CH:23]6[CH2:24][CH2:25][CH2:26][CH2:27][CH2:28]6)[C:21]6[CH:29]=[CH:30][C:31]([C:33]([OH:35])=[O:34])=[CH:32][C:20]=6[N:19]=5)[CH:14]=4)[N:9]=3)=[C:47]([CH3:49])[N:48]=2)=[CH:42][CH:43]=1, predict the reactants needed to synthesize it. The reactants are: BrC1C=CC(O)=C([C:8]2[CH:17]=[CH:16][C:15]3[C:10](=[CH:11][CH:12]=[C:13]([C:18]4[N:22]([CH:23]5[CH2:28][CH2:27][CH2:26][CH2:25][CH2:24]5)[C:21]5[CH:29]=[CH:30][C:31]([C:33]([OH:35])=[O:34])=[CH:32][C:20]=5[N:19]=4)[CH:14]=3)[N:9]=2)C=1.[Cl:37][C:38]1[CH:43]=[CH:42][C:41]([C:44]2[S:45][C:46](C(=O)C)=[C:47]([CH3:49])[N:48]=2)=[CH:40][CH:39]=1.[OH-].[K+].